This data is from Catalyst prediction with 721,799 reactions and 888 catalyst types from USPTO. The task is: Predict which catalyst facilitates the given reaction. Reactant: [CH3:1][S:2][C:3]1[N:4]([C:15]2[CH:20]=[CH:19][C:18]([O:21][CH2:22][C:23]([F:26])([F:25])[F:24])=[CH:17][CH:16]=2)[C:5](=[O:14])[C:6]2[CH:12]=[CH:11][C:10](=[O:13])[NH:9][C:7]=2[N:8]=1.C(O)(=[O:29])C. Product: [CH3:1][S:2]([C:3]1[N:4]([C:15]2[CH:16]=[CH:17][C:18]([O:21][CH2:22][C:23]([F:24])([F:26])[F:25])=[CH:19][CH:20]=2)[C:5](=[O:14])[C:6]2[CH:12]=[CH:11][C:10](=[O:13])[NH:9][C:7]=2[N:8]=1)=[O:29]. The catalyst class is: 6.